This data is from Full USPTO retrosynthesis dataset with 1.9M reactions from patents (1976-2016). The task is: Predict the reactants needed to synthesize the given product. (1) The reactants are: [CH3:1]N(CCN(C)C)C.C([Li])(C)(C)C.Br[C:15]1[CH:16]=[C:17]2[C:24]([CH:25]([CH2:28][CH3:29])[CH2:26][CH3:27])=[N:23][N:22]([CH3:30])[C:18]2=[N:19][C:20]=1[Cl:21].IC.C(=O)(O)[O-].[Na+]. Given the product [Cl:21][C:20]1[N:19]=[C:18]2[N:22]([CH3:30])[N:23]=[C:24]([CH:25]([CH2:28][CH3:29])[CH2:26][CH3:27])[C:17]2=[CH:16][C:15]=1[CH3:1], predict the reactants needed to synthesize it. (2) Given the product [OH:13][CH2:12][CH2:11][CH2:10][C:9]([O:22][CH:20]([CH3:21])[CH3:19])=[O:8], predict the reactants needed to synthesize it. The reactants are: C([O:8][CH2:9][CH2:10][CH2:11][C:12](O)=[O:13])C1C=CC=CC=1.S(Cl)(Cl)=O.[CH3:19][CH:20]([OH:22])[CH3:21]. (3) Given the product [Br:18][C:9]1[C:4]([CH:3]([O:2][CH3:1])[O:12][CH3:13])=[N:5][C:6]([O:10][CH3:11])=[N:7][CH:8]=1, predict the reactants needed to synthesize it. The reactants are: [CH3:1][O:2][CH:3]([O:12][CH3:13])[C:4]1[CH:9]=[CH:8][N:7]=[C:6]([O:10][CH3:11])[N:5]=1.CC(O)=O.[Br:18]Br. (4) Given the product [Cl:1][C:2]1[C:10]([CH:12]2[CH2:14][CH2:13]2)=[C:5]2[CH:6]=[CH:7][CH:8]=[CH:9][N:4]2[N:3]=1, predict the reactants needed to synthesize it. The reactants are: [Cl:1][C:2]1[C:10](I)=[C:5]2[CH:6]=[CH:7][CH:8]=[CH:9][N:4]2[N:3]=1.[CH:12]1(B(O)O)[CH2:14][CH2:13]1.C(=O)([O-])[O-].[Cs+].[Cs+].C1(P(C2C=CC=CC=2)C2C=CC=CC=2)C=CC=CC=1. (5) Given the product [CH3:1][O:2][C:3]([C@@H:4]1[CH2:5][C:6]2[CH:7]=[C:8]3[O:13][CH2:12][C@H:11]([C:14]4[CH:15]=[CH:16][C:17]([O:20][C:21](=[O:23])[CH3:22])=[CH:18][CH:19]=4)[O:10][C:9]3=[CH:24][C:25]=2[CH2:36][N:26]1[C:27]([O:29][C:30]([CH3:33])([CH3:32])[CH3:31])=[O:28])=[O:34], predict the reactants needed to synthesize it. The reactants are: [CH3:1][O:2][C:3](=[O:34])[C@@H:4]([NH:26][C:27]([O:29][C:30]([CH3:33])([CH3:32])[CH3:31])=[O:28])[CH2:5][C:6]1[CH:25]=[CH:24][C:9]2[O:10][CH:11]([C:14]3[CH:19]=[CH:18][C:17]([O:20][C:21](=[O:23])[CH3:22])=[CH:16][CH:15]=3)[CH2:12][O:13][C:8]=2[CH:7]=1.Cl.[CH3:36]OC(=O)[C@@H](N)CC1C=CC2OC(C3C=CC(OC(=O)C)=CC=3)COC=2C=1.C=O.CC(OC(OC(OC(C)(C)C)=O)=O)(C)C.CCN(C(C)C)C(C)C. (6) The reactants are: [Si:1]([O:8][CH2:9][CH2:10][CH2:11][C:12]1[CH:13]=[N:14][C:15]([C:18]2[O:26][C:21]3=[CH:22][N:23]=[CH:24][CH:25]=[C:20]3[C:19]=2[OH:27])=[N:16][CH:17]=1)([C:4]([CH3:7])([CH3:6])[CH3:5])([CH3:3])[CH3:2].N1C=CC=CC=1.[O:34](S(C(F)(F)F)(=O)=O)[S:35]([C:38]([F:41])([F:40])[F:39])(=O)=[O:36]. Given the product [F:39][C:38]([F:41])([F:40])[S:35]([O:27][C:19]1[C:20]2[C:21](=[CH:22][N:23]=[CH:24][CH:25]=2)[O:26][C:18]=1[C:15]1[N:16]=[CH:17][C:12]([CH2:11][CH2:10][CH2:9][O:8][Si:1]([C:4]([CH3:5])([CH3:6])[CH3:7])([CH3:2])[CH3:3])=[CH:13][N:14]=1)(=[O:36])=[O:34], predict the reactants needed to synthesize it. (7) Given the product [CH3:1][O:2][C:3](=[O:29])/[CH:4]=[C:5](\[CH3:28])/[CH:6]=[CH:7][C:9]1[N:10]([CH:25]([CH3:26])[CH3:27])[C:11]2[C:16]([C:17]=1[C:18]1[CH:23]=[CH:22][C:21]([F:24])=[CH:20][CH:19]=1)=[CH:15][CH:14]=[CH:13][CH:12]=2, predict the reactants needed to synthesize it. The reactants are: [CH3:1][O:2][C:3](=[O:29])[CH:4]=[C:5]([CH3:28])[CH2:6][CH:7]([C:9]1[N:10]([CH:25]([CH3:27])[CH3:26])[C:11]2[C:16]([C:17]=1[C:18]1[CH:23]=[CH:22][C:21]([F:24])=[CH:20][CH:19]=1)=[CH:15][CH:14]=[CH:13][CH:12]=2)C.C(N(CC)CC)C.COC(=O)CC(=O)/C=C/C1N(C(C)C)C2C(C=1C1C=CC(F)=CC=1)=CC=CC=2.